From a dataset of CYP3A4 inhibition data for predicting drug metabolism from PubChem BioAssay. Regression/Classification. Given a drug SMILES string, predict its absorption, distribution, metabolism, or excretion properties. Task type varies by dataset: regression for continuous measurements (e.g., permeability, clearance, half-life) or binary classification for categorical outcomes (e.g., BBB penetration, CYP inhibition). Dataset: cyp3a4_veith. (1) The drug is Cn1c(=O)c(CCc2ccccc2)nc2cnc(Oc3ccccc3)nc21. The result is 0 (non-inhibitor). (2) The drug is COc1ccc(N2CCN(C(=O)c3ccc(OCc4c(C)noc4C)c(OC)c3)CC2)cc1. The result is 1 (inhibitor). (3) The molecule is Cc1ncc([N+](=O)[O-])n1CCO. The result is 0 (non-inhibitor). (4) The molecule is Cc1nc2sc3c(c2c(=O)[nH]1)CCCC3. The result is 0 (non-inhibitor). (5) The molecule is CCc1ccc(CN(C(=O)c2cc3ccccc3oc2=O)C2CCS(=O)(=O)C2)cc1. The result is 1 (inhibitor).